Dataset: Forward reaction prediction with 1.9M reactions from USPTO patents (1976-2016). Task: Predict the product of the given reaction. (1) Given the reactants [Cl:1][C:2]([Cl:28])=[CH:3][CH2:4][S:5][C:6]1[CH:11]=[CH:10][C:9]([N:12]([CH3:26])[C:13]([NH:15][C:16](=[O:25])[C:17]2[C:22]([F:23])=[CH:21][CH:20]=[CH:19][C:18]=2[F:24])=[O:14])=[C:8]([F:27])[CH:7]=1.[OH-].[Na+].[CH3:31]I.[Cl-].[NH4+], predict the reaction product. The product is: [Cl:28][C:2]([Cl:1])=[CH:3][CH2:4][S:5][C:6]1[CH:11]=[CH:10][C:9]([N:12]([CH3:26])[C:13]([N:15]([C:16](=[O:25])[C:17]2[C:22]([F:23])=[CH:21][CH:20]=[CH:19][C:18]=2[F:24])[CH3:31])=[O:14])=[C:8]([F:27])[CH:7]=1. (2) Given the reactants CN(C=O)C.[N:6]1[CH:11]=[CH:10][CH:9]=[CH:8][C:7]=1[OH:12].Br[CH2:14][CH2:15][CH2:16][CH2:17][Cl:18].C(=O)([O-])[O-].[K+].[K+], predict the reaction product. The product is: [Cl:18][CH2:17][CH2:16][CH2:15][CH2:14][O:12][C:7]1[CH:8]=[CH:9][CH:10]=[CH:11][N:6]=1. (3) Given the reactants [N+:1](C1C=CC(C(C2C=CC=CC=2)=O)=CC=1)([O-])=O.C1(C(C2C=CC(C3C=CC=CC=3)=CC=2)CC=O)C=CC=CC=1.[C:40]1([CH:46]([C:53]2[CH:58]=[CH:57][C:56](N)=[CH:55][CH:54]=2)[CH2:47][C:48]([O:50][CH2:51][CH3:52])=[O:49])[CH:45]=[CH:44][CH:43]=[CH:42][CH:41]=1.[C:60]([O:64][C:65]([O:67]C(OC(C)(C)C)=O)=O)([CH3:63])([CH3:62])[CH3:61], predict the reaction product. The product is: [C:40]1([CH:46]([C:53]2[CH:58]=[CH:57][C:56]([C:65]([O:64][C:60]([CH3:63])([CH3:62])[CH3:61])=[O:67])=[CH:55][C:54]=2[NH2:1])[CH2:47][C:48]([O:50][CH2:51][CH3:52])=[O:49])[CH:45]=[CH:44][CH:43]=[CH:42][CH:41]=1. (4) Given the reactants FC(F)(F)C(O)=O.C(OC([NH:18][CH2:19][CH2:20][C:21]1[C:26]([C:27]([O:29][CH2:30][CH3:31])=[O:28])=[C:25]([C:32]2[CH:37]=[CH:36][C:35]([O:38][CH3:39])=[CH:34][CH:33]=2)[N:24]=[C:23]2[NH:40][N:41]=[C:42]([CH3:43])[C:22]=12)=O)C1C=CC=CC=1, predict the reaction product. The product is: [NH2:18][CH2:19][CH2:20][C:21]1[C:26]([C:27]([O:29][CH2:30][CH3:31])=[O:28])=[C:25]([C:32]2[CH:37]=[CH:36][C:35]([O:38][CH3:39])=[CH:34][CH:33]=2)[N:24]=[C:23]2[NH:40][N:41]=[C:42]([CH3:43])[C:22]=12. (5) Given the reactants [O:1]=[C:2]1[C:7]([C:8]([O:10][CH3:11])=[O:9])=[CH:6][CH:5]=[CH:4][NH:3]1.[F:12][C:13]1[CH:18]=[CH:17][C:16](B(O)O)=[CH:15][CH:14]=1.N1C=CC=CC=1, predict the reaction product. The product is: [F:12][C:13]1[CH:18]=[CH:17][C:16]([N:3]2[CH:4]=[CH:5][CH:6]=[C:7]([C:8]([O:10][CH3:11])=[O:9])[C:2]2=[O:1])=[CH:15][CH:14]=1.